Predict which catalyst facilitates the given reaction. From a dataset of Catalyst prediction with 721,799 reactions and 888 catalyst types from USPTO. (1) Reactant: [CH3:1][N:2]([CH3:34])[C:3]1([C:28]2[CH:33]=[CH:32][CH:31]=[CH:30][CH:29]=2)[CH2:8][CH2:7][CH:6]([CH2:9][NH:10][C:11]([N:13]2[CH2:18][CH2:17][CH:16]([C:19]3[C:27]4[C:22](=[CH:23][CH:24]=[CH:25][CH:26]=4)[NH:21][CH:20]=3)[CH2:15][CH2:14]2)=[O:12])[CH2:5][CH2:4]1.C(O)C.[C:38]([OH:50])(=[O:49])[CH2:39][C:40]([CH2:45][C:46]([OH:48])=[O:47])([C:42]([OH:44])=[O:43])[OH:41]. Product: [C:38]([OH:50])(=[O:49])[CH2:39][C:40]([CH2:45][C:46]([OH:48])=[O:47])([C:42]([OH:44])=[O:43])[OH:41].[CH3:1][N:2]([CH3:34])[C:3]1([C:28]2[CH:29]=[CH:30][CH:31]=[CH:32][CH:33]=2)[CH2:8][CH2:7][CH:6]([CH2:9][NH:10][C:11]([N:13]2[CH2:14][CH2:15][CH:16]([C:19]3[C:27]4[C:22](=[CH:23][CH:24]=[CH:25][CH:26]=4)[NH:21][CH:20]=3)[CH2:17][CH2:18]2)=[O:12])[CH2:5][CH2:4]1.[NH:21]1[C:22]2[C:27](=[CH:26][CH:25]=[CH:24][CH:23]=2)[C:19]([CH:16]2[CH2:17][CH2:18][N:13]([C:11]([NH:10][CH2:9][CH:6]3[CH2:7][CH2:8][C:3]([C:28]4[CH:33]=[CH:32][CH:31]=[CH:30][CH:29]=4)([N:2]([CH3:1])[CH3:34])[CH2:4][CH2:5]3)=[O:12])[CH2:14][CH2:15]2)=[CH:20]1. The catalyst class is: 2. (2) Reactant: Cl[CH2:2][CH2:3][CH2:4][N:5]1[C:10]2[CH:11]=[CH:12][CH:13]=[CH:14][C:9]=2[S:8][CH2:7][C:6]1=[O:15].C([O-])([O-])=O.[K+].[K+].[Na+].[I-].[CH2:24]([O:27][CH:28]1[CH2:33][CH2:32][NH:31][CH2:30][CH2:29]1)[CH2:25][CH3:26]. Product: [CH2:24]([O:27][CH:28]1[CH2:33][CH2:32][N:31]([CH2:2][CH2:3][CH2:4][N:5]2[C:10]3[CH:11]=[CH:12][CH:13]=[CH:14][C:9]=3[S:8][CH2:7][C:6]2=[O:15])[CH2:30][CH2:29]1)[CH2:25][CH3:26]. The catalyst class is: 243. (3) Reactant: [F:1][C:2]1[CH:7]=[C:6]([I:8])[CH:5]=[CH:4][C:3]=1[NH:9][C:10]1[N:15]([CH3:16])[C:14](=[O:17])[C:13]2[CH:18]=[CH:19][S:20][C:12]=2[C:11]=1[C:21](OC)=[O:22].[CH:25]([O:27][CH2:28][CH2:29][O:30][NH2:31])=[CH2:26].C[Si]([N-][Si](C)(C)C)(C)C.[Li+]. Product: [F:1][C:2]1[CH:7]=[C:6]([I:8])[CH:5]=[CH:4][C:3]=1[NH:9][C:10]1[N:15]([CH3:16])[C:14](=[O:17])[C:13]2[CH:18]=[CH:19][S:20][C:12]=2[C:11]=1[C:21]([NH:31][O:30][CH2:29][CH2:28][O:27][CH:25]=[CH2:26])=[O:22]. The catalyst class is: 1. (4) Reactant: [C:1]([O:5][C:6]([NH:8][C@:9]([CH3:31])([CH2:12][CH2:13][C:14]1[O:15][C:16]([C:19](=[O:30])[CH2:20][CH2:21][CH2:22][CH2:23][C:24]2[CH:29]=[CH:28][CH:27]=[CH:26][CH:25]=2)=[CH:17][CH:18]=1)[CH2:10][OH:11])=[O:7])([CH3:4])([CH3:3])[CH3:2].CC(OI1(OC(C)=O)(OC(C)=O)OC(=O)C2C=CC=CC1=2)=O. Product: [C:1]([O:5][C:6]([NH:8][C@:9]([CH3:31])([CH2:12][CH2:13][C:14]1[O:15][C:16]([C:19](=[O:30])[CH2:20][CH2:21][CH2:22][CH2:23][C:24]2[CH:25]=[CH:26][CH:27]=[CH:28][CH:29]=2)=[CH:17][CH:18]=1)[CH:10]=[O:11])=[O:7])([CH3:4])([CH3:2])[CH3:3]. The catalyst class is: 4. (5) Reactant: [NH2:1][C:2]1[CH:3]=[C:4]([CH:11]=[CH:12][CH:13]=1)[C:5]([O:7][CH2:8][CH:9]=[CH2:10])=[O:6].[CH:14](OCC)(OCC)OCC. Product: [CH3:14][NH:1][C:2]1[CH:3]=[C:4]([CH:11]=[CH:12][CH:13]=1)[C:5]([O:7][CH2:8][CH:9]=[CH2:10])=[O:6]. The catalyst class is: 55. (6) Reactant: [OH:1][C:2]1[CH:7]=[CH:6][C:5](/[CH:8]=[CH:9]/[C:10](=[O:18])[CH2:11][CH2:12][CH2:13][CH2:14][CH2:15][CH2:16][CH3:17])=[CH:4][C:3]=1[O:19][CH3:20].[H][H]. Product: [OH:1][C:2]1[CH:7]=[CH:6][C:5]([CH2:8][CH2:9][C:10](=[O:18])[CH2:11][CH2:12][CH2:13][CH2:14][CH2:15][CH2:16][CH3:17])=[CH:4][C:3]=1[O:19][CH3:20]. The catalyst class is: 178. (7) The catalyst class is: 33. Product: [O:24]1[C:28]2[CH:29]=[CH:30][C:31]([N:33]3[C:37](=[O:38])[C:36](=[N:20][NH:2][C:3]4[C:4]([OH:19])=[C:5]([C:10]5[CH:11]=[C:12]([CH3:16])[CH:13]=[C:14]([C:40]([OH:41])=[O:43])[CH:15]=5)[CH:6]=[CH:7][CH:8]=4)[C:35]([CH3:39])=[N:34]3)=[CH:32][C:27]=2[CH2:26][CH2:25]1. Reactant: Cl.[NH2:2][C:3]1[C:4]([OH:19])=[C:5]([C:10]2[CH:15]=[CH:14][CH:13]=[C:12]([C:16](O)=O)[CH:11]=2)[CH:6]=[C:7](C)[CH:8]=1.[N:20]([O-])=O.[Na+].[O:24]1[C:28]2[CH:29]=[CH:30][C:31]([N:33]3[C:37](=[O:38])[CH2:36][C:35]([CH3:39])=[N:34]3)=[CH:32][C:27]=2[CH2:26][CH2:25]1.[C:40](=[O:43])(O)[O-:41].[Na+]. (8) Reactant: Cl[C:2]1[CH:7]=[C:6]([C:8]2[CH:13]=[CH:12][CH:11]=[C:10]([Cl:14])[C:9]=2[Cl:15])[N:5]=[C:4]([NH2:16])[N:3]=1.[S:17]1[CH:21]=[C:20]([C:22]2[CH:27]=[CH:26][C:25]([CH2:28][NH2:29])=[CH:24][CH:23]=2)[N:19]=[N:18]1.C(N(CC)CC)C. Product: [Cl:15][C:9]1[C:10]([Cl:14])=[CH:11][CH:12]=[CH:13][C:8]=1[C:6]1[N:5]=[C:4]([NH2:16])[N:3]=[C:2]([NH:29][CH2:28][C:25]2[CH:24]=[CH:23][C:22]([C:20]3[N:19]=[N:18][S:17][CH:21]=3)=[CH:27][CH:26]=2)[CH:7]=1. The catalyst class is: 114. (9) Reactant: [Cl:1][C:2]1[C:8]([F:9])=[CH:7][CH:6]=[CH:5][C:3]=1[NH2:4].Cl[C:11](Cl)([O:13]C(=O)OC(Cl)(Cl)Cl)Cl.C(N(CC)CC)C.[NH2:29][C:30]1[C:31]([OH:41])=[C:32]([S:37]([NH2:40])(=[O:39])=[O:38])[C:33]([Cl:36])=[CH:34][CH:35]=1. Product: [Cl:36][C:33]1[CH:34]=[CH:35][C:30]([NH:29][C:11]([NH:4][C:3]2[CH:5]=[CH:6][CH:7]=[C:8]([F:9])[C:2]=2[Cl:1])=[O:13])=[C:31]([OH:41])[C:32]=1[S:37]([NH2:40])(=[O:39])=[O:38]. The catalyst class is: 588. (10) Reactant: Cl.[Cl:2][CH2:3][CH2:4][C:5]1[C:10](=[O:11])[N:9]2[CH:12]=[CH:13][CH:14]=[C:15]([OH:16])[C:8]2=[N:7][C:6]=1[CH3:17].CO.C([O-])(=O)C.[K+]. Product: [Cl:2][CH2:3][CH2:4][C:5]1[C:10](=[O:11])[N:9]2[CH2:12][CH2:13][CH2:14][CH:15]([OH:16])[C:8]2=[N:7][C:6]=1[CH3:17]. The catalyst class is: 386.